From a dataset of Reaction yield outcomes from USPTO patents with 853,638 reactions. Predict the reaction yield, written as a fraction of the theoretical maximum amount of product (1.0 means a 100% yield; for example, 0.34 means a 34% yield). (1) The reactants are Cl[C:2]1[CH:7]=[N:6][CH:5]=[C:4]([Cl:8])[N:3]=1.[CH:9]1([NH2:13])[CH2:12][CH2:11][CH2:10]1.C(=O)([O-])[O-].[K+].[K+].O. The catalyst is CC(N(C)C)=O. The product is [Cl:8][C:4]1[N:3]=[C:2]([NH:13][CH:9]2[CH2:12][CH2:11][CH2:10]2)[CH:7]=[N:6][CH:5]=1. The yield is 0.800. (2) The reactants are [N:1]([CH2:4][C:5]1[CH:6]=[C:7]([CH:12]=[C:13]([CH2:15][F:16])[CH:14]=1)[C:8](OC)=[O:9])=[N+:2]=[N-:3].[BH4-].[Na+].CO. The catalyst is C1COCC1. The product is [N:1]([CH2:4][C:5]1[CH:6]=[C:7]([CH:12]=[C:13]([CH2:15][F:16])[CH:14]=1)[CH2:8][OH:9])=[N+:2]=[N-:3]. The yield is 0.360. (3) The reactants are [NH2:1][C:2]1[CH:7]=[C:6]([CH3:8])[C:5]([NH:9][C:10](=[O:17])[CH2:11][CH:12]2[CH2:16][CH2:15][CH2:14][CH2:13]2)=[C:4]([CH3:18])[CH:3]=1.[F:19][C:20]([F:30])([F:29])[C:21]1[CH:28]=[CH:27][C:24]([CH:25]=O)=[CH:23][CH:22]=1.C([BH3-])#N.[Na+].C(=O)([O-])[O-].[Na+].[Na+]. The catalyst is C(#N)C.C(O)(=O)C. The product is [CH:12]1([CH2:11][C:10]([NH:9][C:5]2[C:4]([CH3:18])=[CH:3][C:2]([NH:1][CH2:25][C:24]3[CH:23]=[CH:22][C:21]([C:20]([F:19])([F:29])[F:30])=[CH:28][CH:27]=3)=[CH:7][C:6]=2[CH3:8])=[O:17])[CH2:16][CH2:15][CH2:14][CH2:13]1. The yield is 0.910.